Dataset: Full USPTO retrosynthesis dataset with 1.9M reactions from patents (1976-2016). Task: Predict the reactants needed to synthesize the given product. (1) Given the product [CH:31]1([NH:35][C:2]2[CH:10]=[CH:9][C:8]3[N:7](/[CH:11]=[C:12](/[C:14]4[CH:19]=[CH:18][N:17]=[CH:16][CH:15]=4)\[CH3:13])[C:6]4[CH2:20][CH2:21][N:22]([CH3:24])[CH2:23][C:5]=4[C:4]=3[CH:3]=2)[CH2:34][CH2:33][CH2:32]1, predict the reactants needed to synthesize it. The reactants are: Cl[C:2]1[CH:10]=[CH:9][C:8]2[N:7]([CH:11]=[C:12]([C:14]3[CH:19]=[CH:18][N:17]=[CH:16][CH:15]=3)[CH3:13])[C:6]3[CH2:20][CH2:21][N:22]([CH3:24])[CH2:23][C:5]=3[C:4]=2[CH:3]=1.CC(C)([O-])C.[Na+].[CH:31]1([NH2:35])[CH2:34][CH2:33][CH2:32]1. (2) Given the product [CH3:1][C@@H:2]1[CH2:6][C:5]2[C:7]([CH:13]3[CH2:18][CH2:17][NH:16][CH2:15][CH2:14]3)=[C:8]([CH3:12])[CH:9]=[C:10]([NH:11][C:31]3[N:30]=[C:29]([NH:33][C:34]4[CH:39]=[CH:38][CH:37]=[CH:36][C:35]=4[S:40]([CH:43]([CH3:45])[CH3:44])(=[O:41])=[O:42])[N:28]=[CH:27][N:32]=3)[C:4]=2[O:3]1, predict the reactants needed to synthesize it. The reactants are: [CH3:1][C@@H:2]1[CH2:6][C:5]2[C:7]([CH:13]3[CH2:18][CH2:17][NH:16][CH2:15][CH2:14]3)=[C:8]([CH3:12])[CH:9]=[C:10]([NH2:11])[C:4]=2[O:3]1.C(O)(C(F)(F)F)=O.Cl[C:27]1[N:32]=[CH:31][N:30]=[C:29]([NH:33][C:34]2[CH:39]=[CH:38][CH:37]=[CH:36][C:35]=2[S:40]([CH:43]([CH3:45])[CH3:44])(=[O:42])=[O:41])[N:28]=1. (3) Given the product [C:23]1([C:22](=[N:35][C:2]2[N:7]=[CH:6][C:5]([CH:8]3[O:13][CH2:12][CH2:11][N:10]([C:14]([O:16][C:17]([CH3:20])([CH3:19])[CH3:18])=[O:15])[CH2:9]3)=[CH:4][C:3]=2[CH3:21])[C:29]2[CH:30]=[CH:31][CH:32]=[CH:33][CH:34]=2)[CH:28]=[CH:27][CH:26]=[CH:25][CH:24]=1, predict the reactants needed to synthesize it. The reactants are: Br[C:2]1[N:7]=[CH:6][C:5]([CH:8]2[O:13][CH2:12][CH2:11][N:10]([C:14]([O:16][C:17]([CH3:20])([CH3:19])[CH3:18])=[O:15])[CH2:9]2)=[CH:4][C:3]=1[CH3:21].[C:22](=[NH:35])([C:29]1[CH:34]=[CH:33][CH:32]=[CH:31][CH:30]=1)[C:23]1[CH:28]=[CH:27][CH:26]=[CH:25][CH:24]=1.CC(C)([O-])C.[Na+]. (4) Given the product [CH2:18]([N:8]([CH2:1][C:2]1[CH:7]=[CH:6][CH:5]=[CH:4][CH:3]=1)[C:9]1[CH:10]=[C:11]([CH:12]=[CH:13][C:14]=1[F:15])[CH:16]=[O:17])[C:19]1[CH:20]=[CH:21][CH:22]=[CH:23][CH:24]=1, predict the reactants needed to synthesize it. The reactants are: [CH2:1]([N:8]([CH2:18][C:19]1[CH:24]=[CH:23][CH:22]=[CH:21][CH:20]=1)[C:9]1[CH:10]=[C:11]([CH2:16][OH:17])[CH:12]=[CH:13][C:14]=1[F:15])[C:2]1[CH:7]=[CH:6][CH:5]=[CH:4][CH:3]=1. (5) Given the product [CH3:30][N:20]([C:17]1[CH:18]=[CH:19][C:14]([C:8]([OH:13])([C:9]([F:11])([F:12])[F:10])[C:34]#[C:33][C:32]([F:36])([F:35])[F:31])=[CH:15][CH:16]=1)[S:21]([C:24]1[CH:25]=[CH:26][CH:27]=[CH:28][CH:29]=1)(=[O:23])=[O:22], predict the reactants needed to synthesize it. The reactants are: ClC1C=CC([C:8]([C:14]2[CH:19]=[CH:18][C:17]([N:20]([CH3:30])[S:21]([C:24]3[CH:29]=[CH:28][CH:27]=[CH:26][CH:25]=3)(=[O:23])=[O:22])=[CH:16][CH:15]=2)([OH:13])[C:9]([F:12])([F:11])[F:10])=CC=1.[F:31][C:32]([F:36])([F:35])[C:33]#[CH:34]. (6) Given the product [C:27]([N:21]([N:10]1[C:9](=[O:26])[C:8]2[C:13](=[CH:14][C:15]([C:16]([F:18])([F:17])[F:19])=[C:6]([CH:3]([O:2][CH3:1])[CH2:4][CH3:5])[CH:7]=2)[NH:12][C:11]1=[O:20])[S:22]([CH3:25])(=[O:23])=[O:24])(=[O:33])[CH2:28][CH2:29][CH2:30][CH2:31][CH3:32], predict the reactants needed to synthesize it. The reactants are: [CH3:1][O:2][CH:3]([C:6]1[CH:7]=[C:8]2[C:13](=[CH:14][C:15]=1[C:16]([F:19])([F:18])[F:17])[NH:12][C:11](=[O:20])[N:10]([NH:21][S:22]([CH3:25])(=[O:24])=[O:23])[C:9]2=[O:26])[CH2:4][CH3:5].[C:27](Cl)(=[O:33])[CH2:28][CH2:29][CH2:30][CH2:31][CH3:32]. (7) The reactants are: Br[C:2]1[C:9]([C:10]#[N:11])=[C:8]([OH:12])[C:7]([O:13][CH3:14])=[CH:6][C:3]=1[C:4]#[N:5].[C:15]([C:18]1[CH:19]=[C:20](B(O)O)[CH:21]=[CH:22][CH:23]=1)([OH:17])=[O:16].C(=O)([O-])[O-].[Na+].[Na+].[OH-].[Na+]. Given the product [C:10]([C:9]1[C:8]([OH:12])=[C:7]([O:13][CH3:14])[CH:6]=[C:3]([C:4]#[N:5])[C:2]=1[C:22]1[CH:21]=[CH:20][CH:19]=[C:18]([C:15]([OH:17])=[O:16])[CH:23]=1)#[N:11], predict the reactants needed to synthesize it. (8) Given the product [C:10]([C:12]1[C:20]2[CH2:19][CH2:18][N:17]([S:6]([CH3:9])(=[O:7])=[O:8])[CH2:16][C:15]=2[S:14][C:13]=1[NH:21][C:22](=[O:36])[CH:23]([C:30]1[CH:31]=[CH:32][CH:33]=[CH:34][CH:35]=1)[C:24]1[CH:29]=[CH:28][CH:27]=[CH:26][CH:25]=1)#[N:11], predict the reactants needed to synthesize it. The reactants are: [CH3:9][S:6](O[S:6]([CH3:9])(=[O:8])=[O:7])(=[O:8])=[O:7].[C:10]([C:12]1[C:20]2[CH2:19][CH2:18][NH:17][CH2:16][C:15]=2[S:14][C:13]=1[NH:21][C:22](=[O:36])[CH:23]([C:30]1[CH:35]=[CH:34][CH:33]=[CH:32][CH:31]=1)[C:24]1[CH:29]=[CH:28][CH:27]=[CH:26][CH:25]=1)#[N:11].CCN(CC)CC. (9) Given the product [NH2:17][C:4]1[CH:5]=[C:6]([NH:8][CH2:9][C:10]2[CH:15]=[CH:14][C:13]([F:16])=[CH:12][CH:11]=2)[CH:7]=[C:2]([F:1])[C:3]=1[NH:20][C:21](=[O:25])[O:22][CH2:23][CH3:24], predict the reactants needed to synthesize it. The reactants are: [F:1][C:2]1[CH:7]=[C:6]([NH:8][CH2:9][C:10]2[CH:15]=[CH:14][C:13]([F:16])=[CH:12][CH:11]=2)[CH:5]=[C:4]([N+:17]([O-])=O)[C:3]=1[NH:20][C:21](=[O:25])[O:22][CH2:23][CH3:24].[Cl-].[NH4+]. (10) Given the product [OH:8][CH2:9][CH2:10][N:11]1[CH2:15][C:14](=[O:16])[N:13]([CH2:17][CH2:18][CH2:19][CH2:20][N:21]2[CH2:26][CH2:25][N:24]([C:27]3[CH:32]=[CH:31][CH:30]=[CH:29][C:28]=3[O:33][CH3:34])[CH2:23][CH2:22]2)[C:12]1=[O:35], predict the reactants needed to synthesize it. The reactants are: [Si]([O:8][CH2:9][CH2:10][N:11]1[CH2:15][C:14](=[O:16])[N:13]([CH2:17][CH2:18][CH2:19][CH2:20][N:21]2[CH2:26][CH2:25][N:24]([C:27]3[CH:32]=[CH:31][CH:30]=[CH:29][C:28]=3[O:33][CH3:34])[CH2:23][CH2:22]2)[C:12]1=[O:35])(C(C)(C)C)(C)C.[F-].C([N+](CCCC)(CCCC)CCCC)CCC.